Predict the product of the given reaction. From a dataset of Forward reaction prediction with 1.9M reactions from USPTO patents (1976-2016). (1) Given the reactants [CH3:1][C@H:2]1[C:8]2[CH:9]=[CH:10][C:11]([C:13]([O:15][CH2:16][CH3:17])=[O:14])=[CH:12][C:7]=2[O:6][CH2:5][CH2:4][NH:3]1.CN(C(ON1N=NC2C=CC=NC1=2)=[N+](C)C)C.F[P-](F)(F)(F)(F)F.CCN(C(C)C)C(C)C.[OH:51][CH2:52][C:53]1([C:57](O)=[O:58])[CH2:56][O:55][CH2:54]1, predict the reaction product. The product is: [OH:58][CH2:57][C:53]1([C:52]([N:3]2[C@@H:2]([CH3:1])[C:8]3[CH:9]=[CH:10][C:11]([C:13]([O:15][CH2:16][CH3:17])=[O:14])=[CH:12][C:7]=3[O:6][CH2:5][CH2:4]2)=[O:51])[CH2:56][O:55][CH2:54]1. (2) Given the reactants Br[C:2]1[CH:7]=[CH:6][CH:5]=[CH:4][N:3]=1.[CH2:8]1[CH2:12]O[CH2:10][CH2:9]1.C(=O)([O-])[O-].[K+].[K+].[CH2:19](OCC)[CH3:20], predict the reaction product. The product is: [C:8]1([C:2]2[CH:7]=[CH:6][CH:5]=[CH:4][N:3]=2)[CH:12]=[CH:20][CH:19]=[CH:10][CH:9]=1. (3) Given the reactants [Cl:1][C:2]1[CH:22]=[N:21][C:5]2=[N:6][C:7]([N:12]3[CH2:19][CH:18]4[CH:14]([CH2:15][N:16]([CH3:20])[CH2:17]4)[CH2:13]3)=[C:8]([NH:10][NH2:11])[N:9]=[C:4]2[CH:3]=1.[CH:23](OC)(OC)OC, predict the reaction product. The product is: [Cl:1][C:2]1[CH:22]=[N:21][C:5]2[N:6]=[C:7]([N:12]3[CH2:19][CH:18]4[CH:14]([CH2:15][N:16]([CH3:20])[CH2:17]4)[CH2:13]3)[C:8]3[N:9]([CH:23]=[N:11][N:10]=3)[C:4]=2[CH:3]=1. (4) The product is: [N+:34]([C:28]1[CH:29]=[C:30]([NH2:33])[CH:31]=[CH:32][C:27]=1[B:17]1[O:18][C:19]([CH3:24])([CH3:25])[C:20]([CH3:22])([CH3:23])[O:21]1)([O-:36])=[O:35]. Given the reactants N#N.CC([O-])=O.[K+].[B:17]1([B:17]2[O:21][C:20]([CH3:23])([CH3:22])[C:19]([CH3:25])([CH3:24])[O:18]2)[O:21][C:20]([CH3:23])([CH3:22])[C:19]([CH3:25])([CH3:24])[O:18]1.Br[C:27]1[CH:32]=[CH:31][C:30]([NH2:33])=[CH:29][C:28]=1[N+:34]([O-:36])=[O:35], predict the reaction product. (5) Given the reactants C([O:3][C:4]([C:6]1[S:14][C:13]2[C:12]([NH:15][CH2:16][CH2:17][C:18]3[S:22][C:21]([NH:23][C:24]([NH:26][C:27]4[CH:32]=[CH:31][CH:30]=[C:29]([C:33]([F:36])([F:35])[F:34])[CH:28]=4)=[O:25])=[N:20][CH:19]=3)=[N:11][CH:10]=[N:9][C:8]=2[CH:7]=1)=[O:5])C.O[Li].O.Cl, predict the reaction product. The product is: [F:36][C:33]([F:34])([F:35])[C:29]1[CH:28]=[C:27]([NH:26][C:24](=[O:25])[NH:23][C:21]2[S:22][C:18]([CH2:17][CH2:16][NH:15][C:12]3[C:13]4[S:14][C:6]([C:4]([OH:5])=[O:3])=[CH:7][C:8]=4[N:9]=[CH:10][N:11]=3)=[CH:19][N:20]=2)[CH:32]=[CH:31][CH:30]=1. (6) Given the reactants [CH3:1][O:2][C:3]1[CH:4]=[C:5]([CH:9]=[CH:10][N:11]=1)[C:6](O)=[O:7].[H-].[H-].[H-].[H-].[Li+].[Al+3].O.[OH-].[Na+], predict the reaction product. The product is: [CH3:1][O:2][C:3]1[CH:4]=[C:5]([CH2:6][OH:7])[CH:9]=[CH:10][N:11]=1.